This data is from Catalyst prediction with 721,799 reactions and 888 catalyst types from USPTO. The task is: Predict which catalyst facilitates the given reaction. (1) Reactant: [Cl:1][C:2]1[N:7]=[N:6][C:5]([NH2:8])=[CH:4][CH:3]=1.[C:9](O[C:9]([O:11][C:12]([CH3:15])([CH3:14])[CH3:13])=[O:10])([O:11][C:12]([CH3:15])([CH3:14])[CH3:13])=[O:10].[OH2:24].CN([CH:28]=[O:29])C. Product: [C:12]([O:24][C:28]([N:8]([C:5]1[N:6]=[N:7][C:2]([Cl:1])=[CH:3][CH:4]=1)[C:9]([O:11][C:12]([CH3:15])([CH3:14])[CH3:13])=[O:10])=[O:29])([CH3:15])([CH3:14])[CH3:13]. The catalyst class is: 142. (2) Reactant: [NH2:1][C:2]1[N:10]=[CH:9][CH:8]=[CH:7][C:3]=1[C:4]([OH:6])=[O:5].[Cl-].Cl[CH:13]1N(C)CC[NH+]1C.C(N(CC)CC)C. Product: [NH2:1][C:2]1[N:10]=[CH:9][CH:8]=[CH:7][C:3]=1[C:4]([O:6][CH3:13])=[O:5]. The catalyst class is: 5. (3) Reactant: FC(F)(F)S(O[C:7]1[CH:16]=[CH:15][C:14]2[N:13]([C:17](=[O:19])[CH3:18])[CH:12]([CH:20]3[CH2:22][CH2:21]3)[CH:11]([CH3:23])[CH:10]([NH:24][C:25]3[CH:30]=[CH:29][CH:28]=[CH:27][CH:26]=3)[C:9]=2[N:8]=1)(=O)=O.C([O-])([O-])=O.[Cs+].[Cs+].[C:39]([N:46]1[CH2:51][CH2:50][NH:49][CH2:48][CH2:47]1)([O:41][C:42]([CH3:45])([CH3:44])[CH3:43])=[O:40].C1C=CC(P(C2C(C3C(P(C4C=CC=CC=4)C4C=CC=CC=4)=CC=C4C=3C=CC=C4)=C3C(C=CC=C3)=CC=2)C2C=CC=CC=2)=CC=1. Product: [C:17]([N:13]1[C@@H:12]([CH:20]2[CH2:22][CH2:21]2)[C@H:11]([CH3:23])[C@@H:10]([NH:24][C:25]2[CH:26]=[CH:27][CH:28]=[CH:29][CH:30]=2)[C:9]2[N:8]=[C:7]([N:49]3[CH2:48][CH2:47][N:46]([C:39]([O:41][C:42]([CH3:45])([CH3:44])[CH3:43])=[O:40])[CH2:51][CH2:50]3)[CH:16]=[CH:15][C:14]1=2)(=[O:19])[CH3:18]. The catalyst class is: 101. (4) Reactant: F[C:2](F)(F)C(O)=O.[CH2:8]([O:12][C:13]1[N:21]=[C:20]2[C:16]([N:17]=[C:18]([O:22][CH3:23])[NH:19]2)=[C:15]([NH2:24])[N:14]=1)[CH2:9][CH2:10][CH3:11].C(=O)([O-])[O-].[K+].[K+].BrC[CH2:33][CH2:34][CH2:35][CH2:36][CH2:37][Cl:38]. Product: [CH2:8]([O:12][C:13]1[N:21]=[C:20]2[C:16]([N:17]=[C:18]([O:22][CH3:23])[N:19]2[CH2:33][CH2:34][CH2:35][CH2:36][CH:37]([Cl:38])[CH3:2])=[C:15]([NH2:24])[N:14]=1)[CH2:9][CH2:10][CH3:11]. The catalyst class is: 18. (5) Reactant: Cl[CH2:2][C:3]1[CH:22]=[CH:21][C:6]([O:7][CH2:8][C:9]2[N:10]=[C:11]([C:15]3[CH:20]=[CH:19][CH:18]=[CH:17][CH:16]=3)[O:12][C:13]=2[CH3:14])=[C:5]([O:23][CH3:24])[CH:4]=1.[CH2:25]([N:32]1[CH:36]=[C:35]([C:37]([O:39][CH2:40][CH3:41])=[O:38])[C:34]([OH:42])=[N:33]1)[C:26]1[CH:31]=[CH:30][CH:29]=[CH:28][CH:27]=1.C(=O)([O-])[O-].[K+].[K+].CN(C)C=O. Product: [CH2:25]([N:32]1[CH:36]=[C:35]([C:37]([O:39][CH2:40][CH3:41])=[O:38])[C:34]([O:42][CH2:2][C:3]2[CH:22]=[CH:21][C:6]([O:7][CH2:8][C:9]3[N:10]=[C:11]([C:15]4[CH:20]=[CH:19][CH:18]=[CH:17][CH:16]=4)[O:12][C:13]=3[CH3:14])=[C:5]([O:23][CH3:24])[CH:4]=2)=[N:33]1)[C:26]1[CH:27]=[CH:28][CH:29]=[CH:30][CH:31]=1. The catalyst class is: 6. (6) Reactant: [CH:1]([C:3]1[S:7][C:6]([C:8]([OH:10])=O)=[CH:5][C:4]=1[C:11]1[N:15]2[N:16]=[CH:17][CH:18]=[CH:19][C:14]2=[N:13][CH:12]=1)=[CH2:2].F[P-](F)(F)(F)(F)F.N1(O[P+](N(C)C)(N(C)C)N(C)C)C2C=CC=CC=2N=N1.[NH2:47][C@H:48]1[C:53]([F:55])([F:54])[CH2:52][CH2:51][CH2:50][C@H:49]1[NH:56][C:57](=[O:63])[O:58][C:59]([CH3:62])([CH3:61])[CH3:60].C(N(C(C)C)CC)(C)C. Product: [C:59]([O:58][C:57](=[O:63])[NH:56][C@@H:49]1[CH2:50][CH2:51][CH2:52][C:53]([F:55])([F:54])[C@@H:48]1[NH:47][C:8]([C:6]1[S:7][C:3]([CH:1]=[CH2:2])=[C:4]([C:11]2[N:15]3[N:16]=[CH:17][CH:18]=[CH:19][C:14]3=[N:13][CH:12]=2)[CH:5]=1)=[O:10])([CH3:62])([CH3:60])[CH3:61]. The catalyst class is: 18. (7) Reactant: [CH3:1][C:2]1([CH2:14][NH2:15])[CH2:6][CH2:5][N:4]([CH2:7][C:8]2[CH:13]=[CH:12][CH:11]=[CH:10][CH:9]=2)[CH2:3]1.[CH3:16][C:17]([O:20][C:21](O[C:21]([O:20][C:17]([CH3:19])([CH3:18])[CH3:16])=[O:22])=[O:22])([CH3:19])[CH3:18].C(N(CC)CC)C. Product: [CH3:1][C:2]1([CH2:14][NH:15][C:21](=[O:22])[O:20][C:17]([CH3:19])([CH3:18])[CH3:16])[CH2:6][CH2:5][N:4]([CH2:7][C:8]2[CH:13]=[CH:12][CH:11]=[CH:10][CH:9]=2)[CH2:3]1. The catalyst class is: 2.